This data is from Blood-brain barrier permeability classification from the B3DB database. The task is: Regression/Classification. Given a drug SMILES string, predict its absorption, distribution, metabolism, or excretion properties. Task type varies by dataset: regression for continuous measurements (e.g., permeability, clearance, half-life) or binary classification for categorical outcomes (e.g., BBB penetration, CYP inhibition). Dataset: b3db_classification. (1) The molecule is COc1ccccc1OC[C@H](O)COC(N)=O. The result is 1 (penetrates BBB). (2) The drug is COC1(NC(=O)C2SC(=C(C(N)=O)C(=O)O)S2)C(=O)N2C(C(=O)O)=C(CSc3nnnn3C)CSC21. The result is 0 (does not penetrate BBB).